Dataset: Full USPTO retrosynthesis dataset with 1.9M reactions from patents (1976-2016). Task: Predict the reactants needed to synthesize the given product. Given the product [CH2:1]([N:8]1[CH2:12][C@@H:11]([NH:13][CH2:14][C:15]2[CH:20]=[CH:19][C:18]([F:21])=[CH:17][C:16]=2[F:22])[CH2:10][C@H:9]1[C:30]([N:43]1[CH2:44][CH2:45][N:40]([C:37]2[CH:36]=[CH:35][C:34]([F:33])=[CH:39][CH:38]=2)[CH2:41][CH2:42]1)=[O:31])[C:2]1[CH:7]=[CH:6][CH:5]=[CH:4][CH:3]=1, predict the reactants needed to synthesize it. The reactants are: [CH2:1]([N:8]1[CH2:12][CH:11]([N:13](C(OC(C)(C)C)=O)[CH2:14][C:15]2[CH:20]=[CH:19][C:18]([F:21])=[CH:17][C:16]=2[F:22])[CH2:10][CH:9]1[C:30](O)=[O:31])[C:2]1[CH:7]=[CH:6][CH:5]=[CH:4][CH:3]=1.[F:33][C:34]1[CH:39]=[CH:38][C:37]([N:40]2[CH2:45][CH2:44][NH:43][CH2:42][CH2:41]2)=[CH:36][CH:35]=1.